From a dataset of TCR-epitope binding with 47,182 pairs between 192 epitopes and 23,139 TCRs. Binary Classification. Given a T-cell receptor sequence (or CDR3 region) and an epitope sequence, predict whether binding occurs between them. The epitope is KLSYGIATV. The TCR CDR3 sequence is CASSYGGSRNEQFF. Result: 0 (the TCR does not bind to the epitope).